Task: Regression. Given a peptide amino acid sequence and an MHC pseudo amino acid sequence, predict their binding affinity value. This is MHC class II binding data.. Dataset: Peptide-MHC class II binding affinity with 134,281 pairs from IEDB The peptide sequence is VIDWLVSNQSVRNRQEGLY. The MHC is HLA-DQA10501-DQB10301 with pseudo-sequence HLA-DQA10501-DQB10301. The binding affinity (normalized) is 0.166.